The task is: Predict the reactants needed to synthesize the given product.. This data is from Full USPTO retrosynthesis dataset with 1.9M reactions from patents (1976-2016). (1) Given the product [CH:23]12[NH:25][CH:20]([CH2:21][CH2:22]1)[CH2:19][CH:18]([N:14]1[C:4]3=[N:5][N:6]=[C:7]([C:8]4[CH:13]=[CH:12][CH:11]=[CH:10][CH:9]=4)[C:2]([Cl:1])=[C:3]3[C:16]([CH3:17])=[N:15]1)[CH2:24]2, predict the reactants needed to synthesize it. The reactants are: [Cl:1][C:2]1[C:7]([C:8]2[CH:13]=[CH:12][CH:11]=[CH:10][CH:9]=2)=[N:6][N:5]=[C:4]2[NH:14][N:15]=[C:16]([CH3:17])[C:3]=12.[CH2:18]1[CH2:24][CH:23]2[NH:25][CH:20]([CH2:21][CH2:22]2)[CH2:19]1. (2) Given the product [NH2:1][C:2]1[N:7]([CH3:8])[C:6](=[O:9])[C:5]([CH3:10])([CH3:11])[C@:4]([C:13]2[CH:18]=[C:17]([NH2:19])[CH:16]=[CH:15][C:14]=2[F:22])([CH3:12])[N:3]=1, predict the reactants needed to synthesize it. The reactants are: [NH2:1][C:2]1[N:7]([CH3:8])[C:6](=[O:9])[C:5]([CH3:11])([CH3:10])[C@:4]([C:13]2[CH:18]=[C:17]([N+:19]([O-])=O)[CH:16]=[CH:15][C:14]=2[F:22])([CH3:12])[N:3]=1. (3) Given the product [Cl:1][C:2]1[CH:12]=[CH:11][CH:10]=[CH:9][C:3]=1[CH:4]([OH:8])[C:5]([NH:14][NH2:15])=[O:6], predict the reactants needed to synthesize it. The reactants are: [Cl:1][C:2]1[CH:12]=[CH:11][CH:10]=[CH:9][C:3]=1[CH:4]([OH:8])[C:5](O)=[O:6].O.[NH2:14][NH2:15]. (4) Given the product [CH3:10][C:11]1[CH:24]=[C:23]([C:25]2([C:27]([F:28])([F:29])[F:30])[O:9][N:8]=[C:6]([CH3:7])[CH2:26]2)[CH:22]=[CH:21][C:12]=1[NH:13][C:14](=[O:20])[O:15][C:16]([CH3:19])([CH3:17])[CH3:18], predict the reactants needed to synthesize it. The reactants are: CN(C)C=O.[CH:6](=[N:8][OH:9])[CH3:7].[CH3:10][C:11]1[CH:24]=[C:23]([C:25]([C:27]([F:30])([F:29])[F:28])=[CH2:26])[CH:22]=[CH:21][C:12]=1[NH:13][C:14](=[O:20])[O:15][C:16]([CH3:19])([CH3:18])[CH3:17].C(N(CC)CC)C. (5) Given the product [NH2:1][C:4]1[CH:5]=[CH:6][C:7]([O:21][CH2:22][CH2:23][CH3:24])=[C:8]([C:10]2[NH:15][C:14](=[O:16])[C:13]([CH2:17][CH3:18])=[C:12]([CH2:19][CH3:20])[N:11]=2)[CH:9]=1, predict the reactants needed to synthesize it. The reactants are: [N+:1]([C:4]1[CH:5]=[CH:6][C:7]([O:21][CH2:22][CH2:23][CH3:24])=[C:8]([C:10]2[NH:15][C:14](=[O:16])[C:13]([CH2:17][CH3:18])=[C:12]([CH2:19][CH3:20])[N:11]=2)[CH:9]=1)([O-])=O. (6) The reactants are: [N+:1](=[CH:3][Si](C)(C)C)=[N-:2].[CH2:8]1[C@@H:13]2[CH2:14][C:15]3([C:17](Cl)=[O:18])[CH2:16][C@H:9]1[CH2:10][CH:11]3[CH2:12]2. Given the product [CH2:8]1[CH:9]2[CH2:16][C:15]3([C:17]([O-:18])=[CH:3][N+:1]#[N:2])[CH2:14][CH:13]1[CH2:12][CH:11]3[CH2:10]2, predict the reactants needed to synthesize it. (7) Given the product [Br:1][C:2]1[N:6]2[N:7]=[C:8]([NH:22][CH2:21][CH2:20][CH2:19][N:16]3[CH2:15][CH2:14][N:13]([CH3:12])[CH2:18][CH2:17]3)[CH:9]=[CH:10][C:5]2=[N:4][CH:3]=1, predict the reactants needed to synthesize it. The reactants are: [Br:1][C:2]1[N:6]2[N:7]=[C:8](Cl)[CH:9]=[CH:10][C:5]2=[N:4][CH:3]=1.[CH3:12][N:13]1[CH2:18][CH2:17][N:16]([CH2:19][CH2:20][CH2:21][NH2:22])[CH2:15][CH2:14]1.C(Cl)Cl.CO.[NH4+].[OH-].